This data is from Reaction yield outcomes from USPTO patents with 853,638 reactions. The task is: Predict the reaction yield, written as a fraction of the theoretical maximum amount of product (1.0 means a 100% yield; for example, 0.34 means a 34% yield). (1) The reactants are C[O:2][C:3](=[O:37])[CH:4]([CH2:13][C:14](=[O:36])[NH:15][O:16][C:17]([C:30]1[CH:35]=[CH:34][CH:33]=[CH:32][CH:31]=1)([C:24]1[CH:29]=[CH:28][CH:27]=[CH:26][CH:25]=1)[C:18]1[CH:23]=[CH:22][CH:21]=[CH:20][CH:19]=1)[CH2:5][C:6]([O:8][C:9]([CH3:12])([CH3:11])[CH3:10])=[O:7].[OH-].[Na+]. The catalyst is CO.O. The product is [C:9]([O:8][C:6](=[O:7])[CH2:5][CH:4]([CH2:13][C:14](=[O:36])[NH:15][O:16][C:17]([C:30]1[CH:35]=[CH:34][CH:33]=[CH:32][CH:31]=1)([C:18]1[CH:19]=[CH:20][CH:21]=[CH:22][CH:23]=1)[C:24]1[CH:29]=[CH:28][CH:27]=[CH:26][CH:25]=1)[C:3]([OH:37])=[O:2])([CH3:12])([CH3:10])[CH3:11]. The yield is 1.00. (2) The reactants are S(Cl)(Cl)(=O)=[O:2].CC[C:8](OCC)=[S:9].[F:13][C:14]1[CH:20]=[C:19]([O:21][CH3:22])[CH:18]=[CH:17][C:15]=1[NH2:16].CCN([CH:29]([CH3:31])C)C(C)C. The product is [F:13][C:14]1[CH:20]=[C:19]([O:21][CH3:22])[CH:18]=[C:17]2[C:15]=1[NH:16][C:31](=[O:2])[CH:29]2[S:9][CH3:8]. The yield is 0.500. The catalyst is C(Cl)Cl. (3) The reactants are [CH3:1][O:2][CH:3]1[CH2:6][N:5]([C:7]2[CH:8]=[CH:9][C:10]([N+:13]([O-])=O)=[N:11][CH:12]=2)[CH2:4]1. The catalyst is CO.[Pd]. The product is [CH3:1][O:2][CH:3]1[CH2:6][N:5]([C:7]2[CH:8]=[CH:9][C:10]([NH2:13])=[N:11][CH:12]=2)[CH2:4]1. The yield is 0.930. (4) The yield is 0.370. No catalyst specified. The product is [OH:22][C:19]([C:16]1[CH:17]=[CH:18][C:13]([C:12]([NH:11][C:9]2[S:8][C:6]3[C:5]([N:10]=2)=[CH:4][CH:3]=[C:2]([C:30]2[CH:29]=[CH:28][N:27]=[C:26]([O:25][CH3:24])[CH:31]=2)[N:7]=3)=[O:23])=[CH:14][CH:15]=1)([CH3:21])[CH3:20]. The reactants are Br[C:2]1[N:7]=[C:6]2[S:8][C:9]([NH:11][C:12](=[O:23])[C:13]3[CH:18]=[CH:17][C:16]([C:19]([OH:22])([CH3:21])[CH3:20])=[CH:15][CH:14]=3)=[N:10][C:5]2=[CH:4][CH:3]=1.[CH3:24][O:25][C:26]1[CH:31]=[C:30](B(O)O)[CH:29]=[CH:28][N:27]=1.